Dataset: Forward reaction prediction with 1.9M reactions from USPTO patents (1976-2016). Task: Predict the product of the given reaction. (1) Given the reactants [F:1][C:2]1[CH:3]=[CH:4][C:5]([C:11]([F:14])([F:13])[F:12])=[C:6](B(O)O)[CH:7]=1.I[C:16]1[N:21]=[C:20]([NH2:22])[N:19]=[C:18]([NH:23][CH3:24])[CH:17]=1, predict the reaction product. The product is: [F:1][C:2]1[CH:3]=[CH:4][C:5]([C:11]([F:14])([F:13])[F:12])=[C:6]([C:16]2[N:21]=[C:20]([NH2:22])[N:19]=[C:18]([NH:23][CH3:24])[CH:17]=2)[CH:7]=1. (2) Given the reactants [NH2:1][C:2]1[N:7]=[C:6]([C:8]2[CH:13]=[CH:12][CH:11]=[CH:10][CH:9]=2)[C:5]([C:14]2[CH:15]=[CH:16][C:17](=[O:23])[N:18]([CH:20]([CH3:22])[CH3:21])[N:19]=2)=[CH:4][CH:3]=1.[I:24]N1C(=O)CCC1=O.C([O-])(O)=O.[Na+].CCOC(C)=O, predict the reaction product. The product is: [NH2:1][C:2]1[N:7]=[C:6]([C:8]2[CH:9]=[CH:10][CH:11]=[CH:12][CH:13]=2)[C:5]([C:14]2[CH:15]=[CH:16][C:17](=[O:23])[N:18]([CH:20]([CH3:21])[CH3:22])[N:19]=2)=[CH:4][C:3]=1[I:24]. (3) Given the reactants Br[C:2]1([C:12]([O:14][CH3:15])=[O:13])[C:10](=[O:11])[C:6]2[CH:7]=[CH:8][S:9][C:5]=2[CH2:4][CH2:3]1.C(=O)([O-])[O-].[Li+].[Li+], predict the reaction product. The product is: [OH:11][C:10]1[C:6]2[CH:7]=[CH:8][S:9][C:5]=2[CH:4]=[CH:3][C:2]=1[C:12]([O:14][CH3:15])=[O:13]. (4) Given the reactants [CH3:1][Si:2]([CH3:24])([CH3:23])[CH2:3][CH2:4][O:5][CH2:6][O:7][C:8]1[C:17]2[C:12](=[CH:13][CH:14]=[CH:15][CH:16]=2)[CH:11]=[C:10]([O:18]C(=O)OC)[CH:9]=1.C[O-].[Na+].CC(O)=O, predict the reaction product. The product is: [CH3:1][Si:2]([CH3:24])([CH3:23])[CH2:3][CH2:4][O:5][CH2:6][O:7][C:8]1[C:17]2[C:12](=[CH:13][CH:14]=[CH:15][CH:16]=2)[CH:11]=[C:10]([OH:18])[CH:9]=1. (5) The product is: [Cl:1][C:2]1[CH:7]=[CH:6][C:5]([F:8])=[CH:4][C:3]=1[O:9][C:10]1[CH:15]=[CH:14][C:13]([B:17]2[O:21][C:20]([CH3:23])([CH3:22])[C:19]([CH3:25])([CH3:24])[O:18]2)=[CH:12][CH:11]=1. Given the reactants [Cl:1][C:2]1[CH:7]=[CH:6][C:5]([F:8])=[CH:4][C:3]=1[O:9][C:10]1[CH:15]=[CH:14][C:13](I)=[CH:12][CH:11]=1.[B:17]1([B:17]2[O:21][C:20]([CH3:23])([CH3:22])[C:19]([CH3:25])([CH3:24])[O:18]2)[O:21][C:20]([CH3:23])([CH3:22])[C:19]([CH3:25])([CH3:24])[O:18]1.C([O-])(=O)C.[K+], predict the reaction product. (6) Given the reactants ClC1C=C(C2C=C(CC3N=CC(NC(=O)OC(C)(C)C)=NC=3)C=NC=2OC)C=CC=1.[Cl:31][C:32]1[CH:33]=[C:34]([C:38]2[C:39]([O:54][CH3:55])=[N:40][CH:41]=[C:42]([CH2:44]B3OC(C)(C)C(C)(C)O3)[CH:43]=2)[CH:35]=[CH:36][CH:37]=1.Br[C:57]1[CH:62]=[CH:61][C:60]([O:63][CH2:64][CH3:65])=[CH:59][N:58]=1, predict the reaction product. The product is: [Cl:31][C:32]1[CH:33]=[C:34]([C:38]2[C:39]([O:54][CH3:55])=[N:40][CH:41]=[C:42]([CH2:44][C:57]3[CH:62]=[CH:61][C:60]([O:63][CH2:64][CH3:65])=[CH:59][N:58]=3)[CH:43]=2)[CH:35]=[CH:36][CH:37]=1. (7) Given the reactants N([C:8]([O:10][CH2:11][CH3:12])=O)=N[C:8]([O:10][CH2:11][CH3:12])=O.[CH3:13][O:14][C:15](=[O:36])[C:16]1[CH:21]=[C:20]([S:22](=[O:34])(=[O:33])[NH:23][CH2:24][CH2:25][C:26]2[CH:31]=[CH:30]C(O)=C[CH:27]=2)[CH:19]=[CH:18][C:17]=1[CH3:35].[F:37][C:38]([F:48])([F:47])[C:39]1[CH:46]=[CH:45][C:42]([CH2:43]O)=[CH:41][CH:40]=1.[C:62]1(P([C:62]2[CH:67]=[CH:66][CH:65]=[CH:64][CH:63]=2)[C:62]2[CH:67]=[CH:66][CH:65]=[CH:64][CH:63]=2)[CH:67]=[CH:66][CH:65]=[CH:64][CH:63]=1, predict the reaction product. The product is: [CH3:13][O:14][C:15](=[O:36])[C:16]1[CH:21]=[C:20]([S:22](=[O:33])(=[O:34])[N:23]([CH2:43][C:42]2[CH:45]=[CH:46][C:39]([C:38]([F:48])([F:47])[F:37])=[CH:40][CH:41]=2)[CH2:24][CH2:25][C:26]2[CH:27]=[CH:12][C:11]([O:10][CH2:8][C:65]3[CH:64]=[CH:63][C:62]([C:38]([F:48])([F:47])[F:37])=[CH:67][CH:66]=3)=[CH:30][CH:31]=2)[CH:19]=[CH:18][C:17]=1[CH3:35].